Dataset: Forward reaction prediction with 1.9M reactions from USPTO patents (1976-2016). Task: Predict the product of the given reaction. (1) Given the reactants [C:1]1(B(O)O)[CH:6]=[CH:5][CH:4]=[CH:3][CH:2]=1.Cl[C:11]1[N:16]=[N:15][C:14]([C:17]([NH:19][CH2:20][CH2:21][C:22]2[C:30]3[C:25](=[CH:26][CH:27]=[C:28]([Cl:31])[CH:29]=3)[NH:24][CH:23]=2)=[O:18])=[CH:13][CH:12]=1.[I-].[Na+].C(=O)([O-])[O-].[Na+].[Na+], predict the reaction product. The product is: [Cl:31][C:28]1[CH:29]=[C:30]2[C:25](=[CH:26][CH:27]=1)[NH:24][CH:23]=[C:22]2[CH2:21][CH2:20][NH:19][C:17]([C:14]1[N:15]=[N:16][C:11]([C:1]2[CH:6]=[CH:5][CH:4]=[CH:3][CH:2]=2)=[CH:12][CH:13]=1)=[O:18]. (2) Given the reactants [CH2:1]([O:8][CH:9]1[CH2:12][CH:11]([C:13]([OH:15])=[O:14])[CH2:10]1)[C:2]1[CH:7]=[CH:6][CH:5]=[CH:4][CH:3]=1.[CH3:16][Si](C)(C)C=[N+]=[N-], predict the reaction product. The product is: [CH2:1]([O:8][CH:9]1[CH2:10][CH:11]([C:13]([O:15][CH3:16])=[O:14])[CH2:12]1)[C:2]1[CH:7]=[CH:6][CH:5]=[CH:4][CH:3]=1. (3) Given the reactants [Cl:1][C:2]1[C:3]([N:24]2[CH2:29][CH2:28][N:27]([C:30]([C:32]3[C:33]([C:38]4[CH:43]=[CH:42][CH:41]=[CH:40][C:39]=4[O:44][CH3:45])=[N:34][O:35][C:36]=3[CH3:37])=[O:31])[CH2:26][CH2:25]2)=[CH:4][C:5]([NH:12][C:13](=[O:23])[C:14]2[CH:19]=[CH:18][C:17]([N:20]([CH3:22])[CH3:21])=[CH:16][CH:15]=2)=[C:6]([CH:11]=1)[C:7](OC)=[O:8].[BH4-].[Na+], predict the reaction product. The product is: [Cl:1][C:2]1[C:3]([N:24]2[CH2:25][CH2:26][N:27]([C:30]([C:32]3[C:33]([C:38]4[CH:43]=[CH:42][CH:41]=[CH:40][C:39]=4[O:44][CH3:45])=[N:34][O:35][C:36]=3[CH3:37])=[O:31])[CH2:28][CH2:29]2)=[CH:4][C:5]([NH:12][C:13](=[O:23])[C:14]2[CH:15]=[CH:16][C:17]([N:20]([CH3:21])[CH3:22])=[CH:18][CH:19]=2)=[C:6]([CH2:7][OH:8])[CH:11]=1. (4) Given the reactants [N:1]1([C:7]([N:9]2[CH2:14][CH:13]([C:15]3[CH:20]=[CH:19][C:18]([O:21][C:22]([F:25])([F:24])[F:23])=[CH:17][CH:16]=3)[CH2:12][CH:11]([C:26](O)=[O:27])[CH2:10]2)=[O:8])[CH2:6][CH2:5][O:4][CH2:3][CH2:2]1.[F:29][C:30]1[CH:31]=[C:32]([C:37](=[NH:40])[NH:38]O)[CH:33]=[C:34]([F:36])[CH:35]=1, predict the reaction product. The product is: [F:29][C:30]1[CH:31]=[C:32]([C:37]2[N:40]=[C:26]([CH:11]3[CH2:12][CH:13]([C:15]4[CH:20]=[CH:19][C:18]([O:21][C:22]([F:25])([F:24])[F:23])=[CH:17][CH:16]=4)[CH2:14][N:9]([C:7]([N:1]4[CH2:2][CH2:3][O:4][CH2:5][CH2:6]4)=[O:8])[CH2:10]3)[O:27][N:38]=2)[CH:33]=[C:34]([F:36])[CH:35]=1. (5) Given the reactants [F:1][C:2]1[CH:10]=[CH:9][C:8]2[NH:7][CH:6]=[CH:5][C:4]=2[C:3]=1[C:11]([NH2:13])=O.C1COCC1, predict the reaction product. The product is: [F:1][C:2]1[C:3]([CH2:11][NH2:13])=[C:4]2[C:8](=[CH:9][CH:10]=1)[NH:7][CH:6]=[CH:5]2. (6) Given the reactants [CH3:1][O:2][C:3]1[C:4]([N+:9]([O-])=O)=[N:5][CH:6]=[CH:7][CH:8]=1.[H][H], predict the reaction product. The product is: [CH3:1][O:2][C:3]1[C:4]([NH2:9])=[N:5][CH:6]=[CH:7][CH:8]=1.